This data is from Reaction yield outcomes from USPTO patents with 853,638 reactions. The task is: Predict the reaction yield, written as a fraction of the theoretical maximum amount of product (1.0 means a 100% yield; for example, 0.34 means a 34% yield). The reactants are [OH:1][C:2]1[CH:11]=[CH:10][C:9]2[C:4](=[CH:5][CH:6]=[CH:7][CH:8]=2)[C:3]=1[C:12]([N:14]1[CH2:19][CH2:18][CH:17]([N:20]2[CH2:32][CH2:31][CH2:30][C:22]3([C:26](=[O:27])[O:25][C:24]([CH3:29])([CH3:28])[CH2:23]3)[CH2:21]2)[CH2:16][CH2:15]1)=[O:13].[CH2:33]([N:35]=[C:36]=[O:37])[CH3:34].C(OC(C)C)(C)C. The yield is 0.0100. No catalyst specified. The product is [CH2:33]([NH:35][C:36](=[O:37])[O:1][C:2]1[CH:11]=[CH:10][C:9]2[C:4](=[CH:5][CH:6]=[CH:7][CH:8]=2)[C:3]=1[C:12]([N:14]1[CH2:19][CH2:18][CH:17]([N:20]2[CH2:32][CH2:31][CH2:30][C:22]3([C:26](=[O:27])[O:25][C:24]([CH3:29])([CH3:28])[CH2:23]3)[CH2:21]2)[CH2:16][CH2:15]1)=[O:13])[CH3:34].